Dataset: Reaction yield outcomes from USPTO patents with 853,638 reactions. Task: Predict the reaction yield, written as a fraction of the theoretical maximum amount of product (1.0 means a 100% yield; for example, 0.34 means a 34% yield). (1) The reactants are [CH3:1][O:2][C:3]1[CH:8]=[CH:7][CH:6]=[CH:5][C:4]=1[S:9]([N:12]([CH3:25])[C:13]1[CH:14]=[CH:15][CH:16]=[C:17]2[C:21]=1[NH:20][C:19]([C:22](=[S:24])[NH2:23])=[CH:18]2)(=[O:11])=[O:10].[C:26]([O:31][CH2:32][CH3:33])(=[O:30])[C:27]#[C:28][CH3:29].C(P(CCCC)CCCC)CCC.C1(C)C=CC=CC=1. The catalyst is O1CCCC1. The product is [CH3:1][O:2][C:3]1[CH:8]=[CH:7][CH:6]=[CH:5][C:4]=1[S:9]([N:12]([CH3:25])[C:13]1[CH:14]=[CH:15][CH:16]=[C:17]2[C:21]=1[NH:20][C:19]([C:22]1[S:24][CH:28]([CH2:27][C:26]([O:31][CH2:32][CH3:33])=[O:30])[CH2:29][N:23]=1)=[CH:18]2)(=[O:11])=[O:10]. The yield is 0.410. (2) The reactants are C([O-])(=O)C.[Na+].[Br:6]Br.[CH3:8][O:9][C:10]1[N:17]=[CH:16][CH:15]=[CH:14][C:11]=1[C:12]#[N:13]. The catalyst is C(O)(=O)C. The product is [Br:6][C:15]1[CH:16]=[N:17][C:10]([O:9][CH3:8])=[C:11]([CH:14]=1)[C:12]#[N:13]. The yield is 0.730. (3) The reactants are Br[C:2]1[CH:7]=[CH:6][C:5]([C:8]#[C:9][Si:10]([CH3:13])([CH3:12])[CH3:11])=[CH:4][N:3]=1.[CH3:14][C:15]1([CH3:21])[CH2:19][NH:18][C:17](=[O:20])[CH2:16]1.C(=O)([O-])[O-].[Cs+].[Cs+]. The catalyst is C1(C)C=CC=CC=1.C1C=CC(/C=C/C(/C=C/C2C=CC=CC=2)=O)=CC=1.C1C=CC(/C=C/C(/C=C/C2C=CC=CC=2)=O)=CC=1.C1C=CC(/C=C/C(/C=C/C2C=CC=CC=2)=O)=CC=1.[Pd].[Pd].CC1(C)C2C(=C(P(C3C=CC=CC=3)C3C=CC=CC=3)C=CC=2)OC2C(P(C3C=CC=CC=3)C3C=CC=CC=3)=CC=CC1=2. The product is [CH3:14][C:15]1([CH3:21])[CH2:19][N:18]([C:2]2[CH:7]=[CH:6][C:5]([C:8]#[C:9][Si:10]([CH3:13])([CH3:12])[CH3:11])=[CH:4][N:3]=2)[C:17](=[O:20])[CH2:16]1. The yield is 0.750. (4) The reactants are [O:1]=[C:2]1[C:14]2[C:9](=[N:10][C:11](C#N)=[C:12]([C:15]#[N:16])[N:13]=2)[C:8]2[CH:7]=[CH:6][CH:5]=[CH:4][C:3]1=2.[BH4-].[Na+].[OH2:21].[CH3:22]O. No catalyst specified. The product is [OH:1][CH:2]1[C:14]2[C:9](=[N:10][C:11]([O:21][CH3:22])=[C:12]([C:15]#[N:16])[N:13]=2)[C:8]2[CH:7]=[CH:6][CH:5]=[CH:4][C:3]1=2. The yield is 0.530. (5) The reactants are Br[C:2]1[N:7]=[C:6]([C:8]([OH:10])=[O:9])[CH:5]=[CH:4][C:3]=1[O:11][CH3:12].[Cl:13][C:14]1[CH:15]=[C:16](B(O)O)[CH:17]=[CH:18][CH:19]=1.CC1(C)C2C=CC=C(P(C3C=CC=CC=3)C3C=CC=CC=3)C=2OC2C1=CC=CC=2P(C1C=CC=CC=1)C1C=CC=CC=1.C(=O)([O-])[O-].[K+].[K+]. The product is [Cl:13][C:14]1[CH:19]=[C:18]([C:2]2[N:7]=[C:6]([C:8]([OH:10])=[O:9])[CH:5]=[CH:4][C:3]=2[O:11][CH3:12])[CH:17]=[CH:16][CH:15]=1. The catalyst is O1CCOCC1. The yield is 0.290. (6) The reactants are Cl.[Br:2][C:3]1[CH:12]=[C:11]2[C:6]([C:7]([CH3:21])([CH3:20])[C:8](=[O:19])[C:9](C(OCC)=O)=[C:10]2[OH:13])=[CH:5][CH:4]=1. The catalyst is C(O)(C(F)(F)F)=O. The product is [Br:2][C:3]1[CH:12]=[C:11]2[C:6](=[CH:5][CH:4]=1)[C:7]([CH3:21])([CH3:20])[C:8](=[O:19])[CH:9]=[C:10]2[OH:13]. The yield is 0.700. (7) The catalyst is CC(O)=O. The product is [CH2:1]([C:4]1[CH:9]=[CH:8][N+:7]([O-:10])=[CH:6][CH:5]=1)[CH2:2][CH3:3]. The yield is 0.900. The reactants are [CH2:1]([C:4]1[CH:9]=[CH:8][N:7]=[CH:6][CH:5]=1)[CH2:2][CH3:3].[OH:10]O. (8) The reactants are [CH3:1][O:2][C:3](=[O:13])[C:4]1[CH:9]=[C:8]([CH:10]=[O:11])[CH:7]=[CH:6][C:5]=1[F:12].[OH:14]OS([O-])=O.[K+]. The catalyst is CN(C=O)C. The product is [F:12][C:5]1[CH:6]=[CH:7][C:8]([C:10]([OH:14])=[O:11])=[CH:9][C:4]=1[C:3]([O:2][CH3:1])=[O:13]. The yield is 0.780. (9) The reactants are C1(C)C(S(O[CH2:11][CH2:12][CH2:13][O:14][C:15]2[CH:24]=[CH:23][C:22]3[C:17](=[CH:18][CH:19]=[CH:20][CH:21]=3)[CH:16]=2)(=O)=O)=CC=CC=1.[F-:26].[Cs+].C(O)(CC)(C)C.C(OCC)C. The catalyst is CCCCCC.C(OCC)(=O)C. The product is [F:26][CH2:11][CH2:12][CH2:13][O:14][C:15]1[CH:24]=[CH:23][C:22]2[C:17](=[CH:18][CH:19]=[CH:20][CH:21]=2)[CH:16]=1. The yield is 0.930. (10) The yield is 0.900. The reactants are [NH2:1][C:2]1[CH:3]=[N:4][C:5]([O:8][CH3:9])=[CH:6][CH:7]=1.[CH2:10]([O:12][C:13](=[O:24])[C:14](=[CH:20]OCC)[C:15]([O:17][CH2:18][CH3:19])=[O:16])[CH3:11].C(O)C. The catalyst is C1(C)C=CC=CC=1. The product is [CH2:10]([O:12][C:13](=[O:24])[C:14](=[CH:20][NH:1][C:2]1[CH:3]=[N:4][C:5]([O:8][CH3:9])=[CH:6][CH:7]=1)[C:15]([O:17][CH2:18][CH3:19])=[O:16])[CH3:11].